Dataset: NCI-60 drug combinations with 297,098 pairs across 59 cell lines. Task: Regression. Given two drug SMILES strings and cell line genomic features, predict the synergy score measuring deviation from expected non-interaction effect. (1) Drug 1: CC1C(C(CC(O1)OC2CC(CC3=C2C(=C4C(=C3O)C(=O)C5=C(C4=O)C(=CC=C5)OC)O)(C(=O)C)O)N)O.Cl. Drug 2: COC1=NC(=NC2=C1N=CN2C3C(C(C(O3)CO)O)O)N. Cell line: MALME-3M. Synergy scores: CSS=12.6, Synergy_ZIP=-2.08, Synergy_Bliss=3.98, Synergy_Loewe=-9.88, Synergy_HSA=1.27. (2) Drug 1: C1CCC(CC1)NC(=O)N(CCCl)N=O. Drug 2: C1C(C(OC1N2C=NC(=NC2=O)N)CO)O. Cell line: NCI-H522. Synergy scores: CSS=21.9, Synergy_ZIP=-7.16, Synergy_Bliss=-0.205, Synergy_Loewe=2.35, Synergy_HSA=3.08. (3) Drug 1: CN(C)C1=NC(=NC(=N1)N(C)C)N(C)C. Drug 2: CN(CCCl)CCCl.Cl. Cell line: MALME-3M. Synergy scores: CSS=-1.13, Synergy_ZIP=-1.49, Synergy_Bliss=0.132, Synergy_Loewe=-11.6, Synergy_HSA=-5.46. (4) Drug 1: CNC(=O)C1=CC=CC=C1SC2=CC3=C(C=C2)C(=NN3)C=CC4=CC=CC=N4. Drug 2: C1=NNC2=C1C(=O)NC=N2. Cell line: SK-MEL-28. Synergy scores: CSS=0.262, Synergy_ZIP=3.99, Synergy_Bliss=6.70, Synergy_Loewe=1.36, Synergy_HSA=2.10. (5) Drug 1: CS(=O)(=O)CCNCC1=CC=C(O1)C2=CC3=C(C=C2)N=CN=C3NC4=CC(=C(C=C4)OCC5=CC(=CC=C5)F)Cl. Drug 2: C1C(C(OC1N2C=NC3=C2NC=NCC3O)CO)O. Cell line: CCRF-CEM. Synergy scores: CSS=-0.240, Synergy_ZIP=-0.396, Synergy_Bliss=-2.18, Synergy_Loewe=-0.409, Synergy_HSA=-1.91. (6) Drug 1: CC1OCC2C(O1)C(C(C(O2)OC3C4COC(=O)C4C(C5=CC6=C(C=C35)OCO6)C7=CC(=C(C(=C7)OC)O)OC)O)O. Drug 2: CNC(=O)C1=NC=CC(=C1)OC2=CC=C(C=C2)NC(=O)NC3=CC(=C(C=C3)Cl)C(F)(F)F. Cell line: PC-3. Synergy scores: CSS=25.1, Synergy_ZIP=-4.41, Synergy_Bliss=-1.37, Synergy_Loewe=-1.22, Synergy_HSA=0.581. (7) Drug 2: CC1=C(C(CCC1)(C)C)C=CC(=CC=CC(=CC(=O)O)C)C. Drug 1: C1=CC(=CC=C1CCC2=CNC3=C2C(=O)NC(=N3)N)C(=O)NC(CCC(=O)O)C(=O)O. Cell line: HCT-15. Synergy scores: CSS=38.4, Synergy_ZIP=0.461, Synergy_Bliss=-1.67, Synergy_Loewe=-24.8, Synergy_HSA=-1.73.